From a dataset of TCR-epitope binding with 47,182 pairs between 192 epitopes and 23,139 TCRs. Binary Classification. Given a T-cell receptor sequence (or CDR3 region) and an epitope sequence, predict whether binding occurs between them. The epitope is AMFWSVPTV. The TCR CDR3 sequence is CASSLARGLNQPQHF. Result: 0 (the TCR does not bind to the epitope).